Dataset: Forward reaction prediction with 1.9M reactions from USPTO patents (1976-2016). Task: Predict the product of the given reaction. (1) Given the reactants [CH3:1][O:2][C:3]([C@H:5]1[C@@H:9]([C:10]2[CH:15]=[CH:14][C:13]([Cl:16])=[C:12]([Cl:17])[CH:11]=2)[CH2:8][N:7]([CH2:18][C:19]2[CH:24]=[CH:23][CH:22]=[CH:21][CH:20]=2)[CH2:6]1)=[O:4].C[O-].[Na+], predict the reaction product. The product is: [CH3:1][O:2][C:3]([C@@H:5]1[C@@H:9]([C:10]2[CH:15]=[CH:14][C:13]([Cl:16])=[C:12]([Cl:17])[CH:11]=2)[CH2:8][N:7]([CH2:18][C:19]2[CH:20]=[CH:21][CH:22]=[CH:23][CH:24]=2)[CH2:6]1)=[O:4]. (2) Given the reactants [OH-].[Na+].[CH3:3][C:4]1[C:8]([C:9]2[CH:18]=[C:17]3[C:12]([C:13]([NH:33][C:34]4[CH:35]=[C:36]([CH:42]=[CH:43][CH:44]=4)[C:37]([O:39]CC)=[O:38])=[C:14]([C:19]([NH:21][CH2:22][C:23]4[CH:28]=[CH:27][CH:26]=[C:25]([C:29]([F:32])([F:31])[F:30])[CH:24]=4)=[O:20])[CH:15]=[N:16]3)=[CH:11][CH:10]=2)=[C:7]([CH3:45])[O:6][N:5]=1, predict the reaction product. The product is: [CH3:3][C:4]1[C:8]([C:9]2[CH:18]=[C:17]3[C:12]([C:13]([NH:33][C:34]4[CH:35]=[C:36]([CH:42]=[CH:43][CH:44]=4)[C:37]([OH:39])=[O:38])=[C:14]([C:19]([NH:21][CH2:22][C:23]4[CH:28]=[CH:27][CH:26]=[C:25]([C:29]([F:31])([F:30])[F:32])[CH:24]=4)=[O:20])[CH:15]=[N:16]3)=[CH:11][CH:10]=2)=[C:7]([CH3:45])[O:6][N:5]=1. (3) Given the reactants [CH:1]1([CH2:4][N:5]2[CH2:10][CH2:9][N:8]([C:11]3[CH:16]=[CH:15][CH:14]=[CH:13][C:12]=3[CH:17]3[CH2:22][C:21]([CH3:24])([CH3:23])[CH2:20][C:19]([CH3:26])([CH3:25])[CH2:18]3)[CH2:7][CH2:6]2)[CH2:3][CH2:2]1.O.[C:28]1([CH3:38])[CH:33]=[CH:32][C:31]([S:34]([OH:37])(=[O:36])=[O:35])=[CH:30][CH:29]=1, predict the reaction product. The product is: [C:28]1([CH3:38])[CH:29]=[CH:30][C:31]([S:34]([OH:37])(=[O:35])=[O:36])=[CH:32][CH:33]=1.[CH:1]1([CH2:4][N:5]2[CH2:6][CH2:7][N:8]([C:11]3[CH:16]=[CH:15][CH:14]=[CH:13][C:12]=3[CH:17]3[CH2:18][C:19]([CH3:26])([CH3:25])[CH2:20][C:21]([CH3:24])([CH3:23])[CH2:22]3)[CH2:9][CH2:10]2)[CH2:3][CH2:2]1. (4) Given the reactants [C:1](Cl)(=[O:5])[C:2](Cl)=[O:3].C(Cl)Cl.[F:10][C:11]1[CH:12]=[C:13]2[C:17](=[CH:18][CH:19]=1)[NH:16][CH:15]=[CH:14]2.[CH3:20][O-:21].[Na+].CO, predict the reaction product. The product is: [F:10][C:11]1[CH:12]=[C:13]2[C:17](=[CH:18][CH:19]=1)[NH:16][CH:15]=[C:14]2[C:1](=[O:5])[C:2]([O:21][CH3:20])=[O:3]. (5) Given the reactants B(O)(O)O.[NH2:5][C@H:6]([C:12]([OH:14])=[O:13])[CH2:7][CH2:8][C:9](=[O:11])[NH2:10].[CH2:15](N)[CH3:16], predict the reaction product. The product is: [NH2:5][C@H:6]([C:12]([OH:14])=[O:13])[CH2:7][CH2:8][C:9]([NH:10][CH2:15][CH3:16])=[O:11]. (6) Given the reactants C(=[C:3]([C:21](=[O:23])[CH3:22])[C:4]([C@H:6]1[CH2:10][CH2:9][CH2:8][N:7]1[C:11]([O:13][CH2:14][C:15]1[CH:20]=[CH:19][CH:18]=[CH:17][CH:16]=1)=[O:12])=[O:5])=O, predict the reaction product. The product is: [O:23]=[C:21]([CH3:22])[CH2:3][C:4]([C@H:6]1[CH2:10][CH2:9][CH2:8][N:7]1[C:11]([O:13][CH2:14][C:15]1[CH:16]=[CH:17][CH:18]=[CH:19][CH:20]=1)=[O:12])=[O:5]. (7) Given the reactants [F:1][C:2]1[CH:7]=[CH:6][C:5]([C@H:8]2[CH2:10][O:9]2)=[CH:4][CH:3]=1.[CH2:11]([NH2:18])[C:12]1[CH:17]=[CH:16][CH:15]=[CH:14][CH:13]=1, predict the reaction product. The product is: [CH2:11]([NH:18][CH2:10][C@H:8]([C:5]1[CH:6]=[CH:7][C:2]([F:1])=[CH:3][CH:4]=1)[OH:9])[C:12]1[CH:17]=[CH:16][CH:15]=[CH:14][CH:13]=1. (8) Given the reactants [S:1]1[C:5]2[CH:6]=[CH:7][CH:8]=[CH:9][C:4]=2[N:3]=[C:2]1[N:10]1[C:14](=[O:15])/[C:13](=[CH:16]/[C:17]2[CH:22]=[CH:21][C:20]([N:23]([CH3:25])[CH3:24])=[CH:19][CH:18]=2)/[C:12]([CH3:26])=[N:11]1.[S:27]([O:32]C)([O:30][CH3:31])(=[O:29])=[O:28], predict the reaction product. The product is: [CH3:31][O:30][S:27]([O-:32])(=[O:29])=[O:28].[CH3:25][N:23]([CH3:24])[C:20]1[CH:19]=[CH:18][C:17](/[CH:16]=[C:13]2\[C:12]([CH3:26])=[N:11][N:10]([C:2]3[S:1][C:5]4[CH:6]=[CH:7][CH:8]=[CH:9][C:4]=4[N+:3]=3[CH3:31])[C:14]\2=[O:15])=[CH:22][CH:21]=1.